This data is from Catalyst prediction with 721,799 reactions and 888 catalyst types from USPTO. The task is: Predict which catalyst facilitates the given reaction. (1) Reactant: [CH3:1][C:2]1([CH3:46])[O:7][C:6]2[CH:8]=[CH:9][C:10]([C@H:12]3[O:16]C(=O)[N:14]([CH2:18][CH2:19][CH2:20][CH2:21][CH2:22][CH2:23][O:24][CH2:25][CH2:26][CH2:27][CH2:28][C:29]4[CH:30]=[C:31]([NH:35][C:36]([NH:38][C:39]5[CH:44]=[CH:43][C:42]([F:45])=[CH:41][CH:40]=5)=[O:37])[CH:32]=[CH:33][CH:34]=4)[CH2:13]3)=[CH:11][C:5]=2[CH2:4][O:3]1.C[Si](C)(C)[O-].[K+]. Product: [CH3:1][C:2]1([CH3:46])[O:7][C:6]2[CH:8]=[CH:9][C:10]([C@@H:12]([OH:16])[CH2:13][NH:14][CH2:18][CH2:19][CH2:20][CH2:21][CH2:22][CH2:23][O:24][CH2:25][CH2:26][CH2:27][CH2:28][C:29]3[CH:30]=[C:31]([NH:35][C:36]([NH:38][C:39]4[CH:40]=[CH:41][C:42]([F:45])=[CH:43][CH:44]=4)=[O:37])[CH:32]=[CH:33][CH:34]=3)=[CH:11][C:5]=2[CH2:4][O:3]1. The catalyst class is: 6. (2) Reactant: [CH2:1]([O:3][CH2:4][CH2:5][O:6][CH2:7][CH2:8][C:9]#[N:10])[CH3:2].[NH2:11][OH:12]. Product: [CH2:1]([O:3][CH2:4][CH2:5][O:6][CH2:7][CH2:8][C:9](=[N:11][OH:12])[NH2:10])[CH3:2]. The catalyst class is: 14.